This data is from Reaction yield outcomes from USPTO patents with 853,638 reactions. The task is: Predict the reaction yield, written as a fraction of the theoretical maximum amount of product (1.0 means a 100% yield; for example, 0.34 means a 34% yield). (1) The yield is 0.600. The product is [F:12][C:13]1[CH:18]=[CH:17][C:16]([N:19]2[C:24](=[O:25])[C:23]([O:5][CH2:4][CH:3]([CH2:1][CH3:2])[CH2:6][CH2:7][CH2:8][CH3:9])=[C:22]([C:33]3[CH:38]=[CH:37][C:36]([S:39]([CH3:42])(=[O:40])=[O:41])=[CH:35][CH:34]=3)[CH:21]=[N:20]2)=[CH:15][CH:14]=1. The reactants are [CH2:1]([CH:3]([CH2:6][CH2:7][CH2:8][CH3:9])[CH2:4][OH:5])[CH3:2].[H-].[Na+].[F:12][C:13]1[CH:18]=[CH:17][C:16]([N:19]2[C:24](=[O:25])[C:23](OCCCCCC)=[C:22]([C:33]3[CH:38]=[CH:37][C:36]([S:39]([CH3:42])(=[O:41])=[O:40])=[CH:35][CH:34]=3)[CH:21]=[N:20]2)=[CH:15][CH:14]=1. The catalyst is C1COCC1. (2) The reactants are [NH2:1][C:2]1[C:11]2[C:6](=[C:7](Br)[CH:8]=[CH:9][CH:10]=2)[N:5]=[N:4][C:3]=1[C:13]([NH:15][CH2:16][CH2:17][CH3:18])=[O:14].[CH3:19][O:20][C:21]1[CH:22]=[C:23](B2OC(C)(C)C(C)(C)O2)[CH:24]=[C:25]([O:27][CH3:28])[CH:26]=1. No catalyst specified. The product is [NH2:1][C:2]1[C:11]2[C:6](=[C:7]([C:23]3[CH:22]=[C:21]([O:20][CH3:19])[CH:26]=[C:25]([O:27][CH3:28])[CH:24]=3)[CH:8]=[CH:9][CH:10]=2)[N:5]=[N:4][C:3]=1[C:13]([NH:15][CH2:16][CH2:17][CH3:18])=[O:14]. The yield is 0.939. (3) The reactants are [C:1]([O:5][C:6]([N:8]1[CH2:13][CH2:12][CH:11]([C:14]2[CH:19]=[CH:18][C:17]([CH2:20]O)=[CH:16][CH:15]=2)[CH2:10][CH2:9]1)=[O:7])([CH3:4])([CH3:3])[CH3:2].CCN(C(C)C)C(C)C.CS(Cl)(=O)=O.[NH:36]1[CH2:41][CH2:40][O:39][CH2:38][CH2:37]1. The catalyst is C(Cl)Cl.CCOC(C)=O. The product is [C:1]([O:5][C:6]([N:8]1[CH2:13][CH2:12][CH:11]([C:14]2[CH:19]=[CH:18][C:17]([CH2:20][N:36]3[CH2:41][CH2:40][O:39][CH2:38][CH2:37]3)=[CH:16][CH:15]=2)[CH2:10][CH2:9]1)=[O:7])([CH3:4])([CH3:3])[CH3:2]. The yield is 0.940.